Dataset: Reaction yield outcomes from USPTO patents with 853,638 reactions. Task: Predict the reaction yield, written as a fraction of the theoretical maximum amount of product (1.0 means a 100% yield; for example, 0.34 means a 34% yield). (1) The yield is 0.215. The catalyst is C1COCC1. The product is [Cl:1][C:2]1[S:6][C:5]([S:7]([N:10]([CH2:17][CH3:18])[C:11]2([C:14]([NH:47][CH2:46][C:44]3[CH:43]=[C:42]([C:48]4[CH:53]=[CH:52][C:51]([C:54]([F:57])([F:55])[F:56])=[CH:50][CH:49]=4)[N:41]=[C:40]([N:37]4[CH2:36][CH2:35][N:34]([CH2:33][CH:30]5[CH2:31][CH2:32]5)[CH2:39][CH2:38]4)[CH:45]=3)=[O:16])[CH2:12][CH2:13]2)(=[O:8])=[O:9])=[CH:4][CH:3]=1. The reactants are [Cl:1][C:2]1[S:6][C:5]([S:7]([N:10]([CH2:17][CH3:18])[C:11]2([C:14]([OH:16])=O)[CH2:13][CH2:12]2)(=[O:9])=[O:8])=[CH:4][CH:3]=1.CCOC(OC(OCC)=O)=O.[CH:30]1([CH2:33][N:34]2[CH2:39][CH2:38][N:37]([C:40]3[CH:45]=[C:44]([CH2:46][NH2:47])[CH:43]=[C:42]([C:48]4[CH:53]=[CH:52][C:51]([C:54]([F:57])([F:56])[F:55])=[CH:50][CH:49]=4)[N:41]=3)[CH2:36][CH2:35]2)[CH2:32][CH2:31]1. (2) The reactants are [O:1]1[C:5]2[CH:6]=[CH:7][CH:8]=[CH:9][C:4]=2[CH:3]=[C:2]1[C:10]1[N:19]=[C:18]([Cl:20])[C:17]2[C:12](=[CH:13][CH:14]=[CH:15][CH:16]=2)[N:11]=1.[CH3:21][N:22]([CH3:28])[CH2:23][CH2:24][CH2:25][CH2:26][NH2:27]. The catalyst is O1CCOCC1. The product is [ClH:20].[ClH:20].[O:1]1[C:5]2[CH:6]=[CH:7][CH:8]=[CH:9][C:4]=2[CH:3]=[C:2]1[C:10]1[N:19]=[C:18]([NH:27][CH2:26][CH2:25][CH2:24][CH2:23][N:22]([CH3:28])[CH3:21])[C:17]2[C:12](=[CH:13][CH:14]=[CH:15][CH:16]=2)[N:11]=1. The yield is 0.400.